This data is from Forward reaction prediction with 1.9M reactions from USPTO patents (1976-2016). The task is: Predict the product of the given reaction. (1) Given the reactants C[C@@]1(C2C=CC3C(=CC=C(O[C@H]4CC[C@H]([C:18]([F:21])([F:20])[F:19])CC4)C=3[C:18]([F:21])([F:20])[F:19])C=2)COC(=O)N1.[CH3:33][O:34][C:35](=[O:65])[CH2:36][CH2:37][C:38]([C:43]1[CH:52]=[CH:51][C:50]2[C:45](=[CH:46][CH:47]=[C:48]([O:54][C@H:55]3[CH2:60][CH2:59][C@H:58]([C:61]([F:64])([F:63])[F:62])[CH2:57][CH2:56]3)[C:49]=2I)[CH:44]=1)([N+:40]([O-:42])=[O:41])[CH3:39], predict the reaction product. The product is: [CH3:33][O:34][C:35](=[O:65])[CH2:36][CH2:37][C:38]([N+:40]([O-:42])=[O:41])([C:43]1[CH:52]=[CH:51][C:50]2[C:45](=[CH:46][CH:47]=[C:48]([O:54][CH:55]3[CH2:60][CH2:59][CH:58]([C:61]([F:64])([F:63])[F:62])[CH2:57][CH2:56]3)[C:49]=2[C:18]([F:21])([F:20])[F:19])[CH:44]=1)[CH3:39]. (2) Given the reactants [CH:1]1[C:6]([Cl:7])=[CH:5][C:4]([OH:8])=[C:3]([O:9][C:10]2[CH:11]=[CH:12][C:13]([Cl:17])=[CH:14][C:15]=2[Cl:16])[CH:2]=1.[N+:18]([O-])([OH:20])=[O:19], predict the reaction product. The product is: [Cl:7][C:6]1[C:1]([N+:18]([O-:20])=[O:19])=[CH:2][C:3]([O:9][C:10]2[CH:11]=[CH:12][C:13]([Cl:17])=[CH:14][C:15]=2[Cl:16])=[C:4]([OH:8])[CH:5]=1. (3) Given the reactants [C:1]1(/[CH:7]=[CH:8]/B(O)O)[CH:6]=[CH:5][CH:4]=[CH:3][CH:2]=1.[O-]P([O-])([O-])=O.[K+].[K+].[K+].[Cl:20][C:21]1[N:26]=[C:25](Cl)[CH:24]=[C:23]([Cl:28])[N:22]=1.O, predict the reaction product. The product is: [Cl:20][C:21]1[N:22]=[C:23]([Cl:28])[CH:24]=[C:25](/[CH:8]=[CH:7]/[C:1]2[CH:6]=[CH:5][CH:4]=[CH:3][CH:2]=2)[N:26]=1. (4) Given the reactants [F:1][C:2]1[CH:7]=[C:6]([C:8]2[N:28]=[C:11]3[CH:12]=[C:13]([NH:16][C:17]([C:19]4[N:23]([CH3:24])[N:22]=[CH:21][C:20]=4[C:25](O)=[O:26])=[O:18])[CH:14]=[CH:15][N:10]3[N:9]=2)[CH:5]=[CH:4][N:3]=1.[NH:29]1[CH2:34][CH2:33][O:32][CH2:31][CH2:30]1, predict the reaction product. The product is: [F:1][C:2]1[CH:7]=[C:6]([C:8]2[N:28]=[C:11]3[CH:12]=[C:13]([NH:16][C:17]([C:19]4[N:23]([CH3:24])[N:22]=[CH:21][C:20]=4[C:25]([N:29]4[CH2:34][CH2:33][O:32][CH2:31][CH2:30]4)=[O:26])=[O:18])[CH:14]=[CH:15][N:10]3[N:9]=2)[CH:5]=[CH:4][N:3]=1. (5) Given the reactants [Br:1][C:2]1[CH:7]=[CH:6][C:5]([CH2:8][OH:9])=[C:4]([CH2:10][CH3:11])[CH:3]=1.[H-].[Na+].[CH3:14]I, predict the reaction product. The product is: [Br:1][C:2]1[CH:7]=[CH:6][C:5]([CH2:8][O:9][CH3:14])=[C:4]([CH2:10][CH3:11])[CH:3]=1. (6) Given the reactants Br[C:2]1[CH:3]=[CH:4][C:5]2[O:9][C:8](=[O:10])[N:7]([CH2:11][CH2:12][O:13][CH3:14])[C:6]=2[CH:15]=1.[NH2:16][C:17](=[O:51])[C@@H:18]([NH:35][C:36]([C@@H:38]1[CH2:43][CH2:42][CH2:41][CH2:40][N:39]1[C:44]([O:46][C:47]([CH3:50])([CH3:49])[CH3:48])=[O:45])=[O:37])[CH2:19][C:20]1[CH:25]=[CH:24][C:23](B2OC(C)(C)C(C)(C)O2)=[CH:22][CH:21]=1, predict the reaction product. The product is: [NH2:16][C:17](=[O:51])[C@@H:18]([NH:35][C:36]([C@@H:38]1[CH2:43][CH2:42][CH2:41][CH2:40][N:39]1[C:44]([O:46][C:47]([CH3:49])([CH3:48])[CH3:50])=[O:45])=[O:37])[CH2:19][C:20]1[CH:25]=[CH:24][C:23]([C:2]2[CH:3]=[CH:4][C:5]3[O:9][C:8](=[O:10])[N:7]([CH2:11][CH2:12][O:13][CH3:14])[C:6]=3[CH:15]=2)=[CH:22][CH:21]=1. (7) The product is: [CH3:1][C:2]1[CH:6]=[C:5]([NH:7][S:8]([C:11]2[CH:16]=[CH:15][C:14]([C:21]3[CH:22]=[CH:23][CH:24]=[CH:25][C:20]=3[O:19][CH3:18])=[CH:13][CH:12]=2)(=[O:10])=[O:9])[O:4][N:3]=1. Given the reactants [CH3:1][C:2]1[CH:6]=[C:5]([NH:7][S:8]([C:11]2[CH:16]=[CH:15][C:14](Br)=[CH:13][CH:12]=2)(=[O:10])=[O:9])[O:4][N:3]=1.[CH3:18][O:19][C:20]1[CH:25]=[CH:24][CH:23]=[CH:22][C:21]=1B(O)O, predict the reaction product. (8) Given the reactants [CH3:1][N:2]1[C:6]([C:7]2[CH:8]=[C:9]3[C:14](=[CH:15][C:16]=2[C:17]([F:20])([F:19])[F:18])[NH:13][C:12](=[O:21])[N:11]([NH:22][S:23]([CH3:26])(=[O:25])=[O:24])[C:10]3=[O:27])=[CH:5][CH:4]=[N:3]1.[C:28](Cl)(=[O:33])[CH2:29][CH2:30][CH2:31][CH3:32], predict the reaction product. The product is: [CH3:1][N:2]1[C:6]([C:7]2[CH:8]=[C:9]3[C:14](=[CH:15][C:16]=2[C:17]([F:19])([F:20])[F:18])[NH:13][C:12](=[O:21])[N:11]([N:22]([C:28](=[O:33])[CH2:29][CH2:30][CH2:31][CH3:32])[S:23]([CH3:26])(=[O:25])=[O:24])[C:10]3=[O:27])=[CH:5][CH:4]=[N:3]1.